Dataset: Full USPTO retrosynthesis dataset with 1.9M reactions from patents (1976-2016). Task: Predict the reactants needed to synthesize the given product. (1) Given the product [CH3:1][N:2]1[C:6]2([CH2:14][C:13]3[C:8](=[CH:9][CH:10]=[C:11]([NH:15][C:16]4[N:21]=[CH:20][N:19]=[C:18]([C:22]([OH:24])=[O:23])[CH:17]=4)[CH:12]=3)[CH2:7]2)[C:5](=[O:27])[NH:4][C:3]1=[O:28], predict the reactants needed to synthesize it. The reactants are: [CH3:1][N:2]1[C:6]2([CH2:14][C:13]3[C:8](=[CH:9][CH:10]=[C:11]([NH:15][C:16]4[N:21]=[CH:20][N:19]=[C:18]([C:22]([O:24]CC)=[O:23])[CH:17]=4)[CH:12]=3)[CH2:7]2)[C:5](=[O:27])[NH:4][C:3]1=[O:28].[OH-].[Na+].Cl. (2) Given the product [N:16]1([C:8]2[C:3]([C:1]#[N:2])=[N:4][CH:5]=[CH:6][CH:7]=2)[CH:20]=[N:19][CH:18]=[N:17]1, predict the reactants needed to synthesize it. The reactants are: [C:1]([C:3]1[C:8](F)=[CH:7][CH:6]=[CH:5][N:4]=1)#[N:2].C(=O)([O-])[O-].[Cs+].[Cs+].[NH:16]1[CH:20]=[N:19][CH:18]=[N:17]1. (3) Given the product [Br:19][CH2:11][C:3]1[CH:4]=[C:5]([N+:8]([O-:10])=[O:9])[CH:6]=[CH:7][C:2]=1[F:1], predict the reactants needed to synthesize it. The reactants are: [F:1][C:2]1[CH:7]=[CH:6][C:5]([N+:8]([O-:10])=[O:9])=[CH:4][C:3]=1[CH3:11].C1C(=O)N([Br:19])C(=O)C1. (4) Given the product [CH3:25][O:24][C:8]1[C:9]2[C:10]3[CH:14]=[N:13][NH:12][C:11]=3[C:2]([NH:26][C:27]3[CH:28]=[CH:29][C:30]([N:33]4[CH2:34][CH2:35][N:36]([C:39](=[O:41])[CH3:40])[CH2:37][CH2:38]4)=[CH:31][CH:32]=3)=[N:3][C:4]=2[CH:5]=[CH:6][CH:7]=1, predict the reactants needed to synthesize it. The reactants are: Cl[C:2]1[C:11]2=[N:12][N:13](CC3C=CC(OC)=CC=3)[CH:14]=[C:10]2[C:9]2[C:8]([O:24][CH3:25])=[CH:7][CH:6]=[CH:5][C:4]=2[N:3]=1.[NH2:26][C:27]1[CH:32]=[CH:31][C:30]([N:33]2[CH2:38][CH2:37][N:36]([C:39](=[O:41])[CH3:40])[CH2:35][CH2:34]2)=[CH:29][CH:28]=1.Cl. (5) Given the product [C:1]([O:5][C:6]([N:8]1[CH2:13][CH2:12][CH:11]([CH2:14][N:15]=[C:16]=[S:17])[CH2:10][CH2:9]1)=[O:7])([CH3:4])([CH3:3])[CH3:2], predict the reactants needed to synthesize it. The reactants are: [C:1]([O:5][C:6]([N:8]1[CH2:13][CH2:12][CH:11]([CH2:14][NH2:15])[CH2:10][CH2:9]1)=[O:7])([CH3:4])([CH3:3])[CH3:2].[C:16](N1C=CN=C1)(N1C=CN=C1)=[S:17]. (6) Given the product [Br:1][C:2]1[CH:17]=[CH:16][C:5]([C:6]([O:8][CH2:9][C:10]2[CH:15]=[CH:14][CH:13]=[CH:12][CH:11]=2)=[O:7])=[C:4]([O:25][C:19]2[CH:24]=[CH:23][CH:22]=[CH:21][CH:20]=2)[CH:3]=1, predict the reactants needed to synthesize it. The reactants are: [Br:1][C:2]1[CH:17]=[CH:16][C:5]([C:6]([O:8][CH2:9][C:10]2[CH:15]=[CH:14][CH:13]=[CH:12][CH:11]=2)=[O:7])=[C:4](F)[CH:3]=1.[C:19]1([OH:25])[CH:24]=[CH:23][CH:22]=[CH:21][CH:20]=1.C(=O)([O-])[O-].[K+].[K+].